From a dataset of Reaction yield outcomes from USPTO patents with 853,638 reactions. Predict the reaction yield, written as a fraction of the theoretical maximum amount of product (1.0 means a 100% yield; for example, 0.34 means a 34% yield). (1) The reactants are [C:1]([NH:5][C:6](=[O:53])[NH:7][C@@H:8]([C:49]([CH3:52])([CH3:51])[CH3:50])[C:9]([N:11]1[CH2:15][C@H:14]([O:16][C:17]2[C:26]3[C:21](=[CH:22][C:23]([O:27][CH3:28])=[CH:24][CH:25]=3)[N:20]=[C:19]([N:29]3[CH:33]=[CH:32][CH:31]=[N:30]3)[CH:18]=2)[CH2:13][C@H:12]1[C:34]([NH:36][C@@H:37]([CH2:46][CH2:47][CH3:48])[C@H:38]([OH:45])[C:39]([NH:41][CH:42]1[CH2:44][CH2:43]1)=[O:40])=[O:35])=[O:10])([CH3:4])([CH3:3])[CH3:2].CC(OI1(OC(C)=O)(OC(C)=O)OC(=O)C2C=CC=CC1=2)=O. The catalyst is C(Cl)Cl.O. The product is [C:1]([NH:5][C:6](=[O:53])[NH:7][C@@H:8]([C:49]([CH3:52])([CH3:51])[CH3:50])[C:9]([N:11]1[CH2:15][C@H:14]([O:16][C:17]2[C:26]3[C:21](=[CH:22][C:23]([O:27][CH3:28])=[CH:24][CH:25]=3)[N:20]=[C:19]([N:29]3[CH:33]=[CH:32][CH:31]=[N:30]3)[CH:18]=2)[CH2:13][C@H:12]1[C:34]([NH:36][C@@H:37]([CH2:46][CH2:47][CH3:48])[C:38](=[O:45])[C:39]([NH:41][CH:42]1[CH2:44][CH2:43]1)=[O:40])=[O:35])=[O:10])([CH3:3])([CH3:4])[CH3:2]. The yield is 0.878. (2) The reactants are [CH2:1]([N:8]([CH2:12][C:13]1[C:18](Cl)=[N:17][C:16]([N:20]([CH2:22][CH:23]2[CH2:25][CH2:24]2)[CH3:21])=[CH:15][N:14]=1)[CH2:9][CH2:10][OH:11])[C:2]1[CH:7]=[CH:6][CH:5]=[CH:4][CH:3]=1.CC(C)([O-])C.[K+].O. The catalyst is CN(C=O)C. The product is [CH2:1]([N:8]1[CH2:12][C:13]2[N:14]=[CH:15][C:16]([N:20]([CH2:22][CH:23]3[CH2:25][CH2:24]3)[CH3:21])=[N:17][C:18]=2[O:11][CH2:10][CH2:9]1)[C:2]1[CH:7]=[CH:6][CH:5]=[CH:4][CH:3]=1. The yield is 0.790. (3) The reactants are [NH2:1][C:2]1[CH:7]=[C:6]([Cl:8])[CH:5]=[CH:4][N:3]=1.[N+:9]([O-])([OH:11])=[O:10].O. The catalyst is S(=O)(=O)(O)O. The product is [NH2:1][C:2]1[C:7]([N+:9]([O-:11])=[O:10])=[C:6]([Cl:8])[CH:5]=[CH:4][N:3]=1. The yield is 0.360.